From a dataset of Catalyst prediction with 721,799 reactions and 888 catalyst types from USPTO. Predict which catalyst facilitates the given reaction. (1) Reactant: [CH2:1]([N:8]1[CH2:13][CH2:12][C:11]([CH3:15])(O)[CH2:10][CH2:9]1)[C:2]1[CH:7]=[CH:6][CH:5]=[CH:4][CH:3]=1.[Al+3].[Cl-].[Cl-].[Cl-]. Product: [CH2:1]([N:8]1[CH2:13][CH2:12][C:11]([CH3:15])([C:2]2[CH:7]=[CH:6][CH:5]=[CH:4][CH:3]=2)[CH2:10][CH2:9]1)[C:2]1[CH:7]=[CH:6][CH:5]=[CH:4][CH:3]=1. The catalyst class is: 48. (2) The catalyst class is: 7. Product: [F:1][C:2]1[CH:7]=[CH:6][CH:5]=[CH:4][C:3]=1[N:8]1[C:16]2[C:11](=[C:12]([N:17]3[CH2:21][CH2:20][N:19]([CH2:26][C:27]([O:29][C:30]([CH3:33])([CH3:32])[CH3:31])=[O:28])[C:18]3=[O:22])[CH:13]=[CH:14][CH:15]=2)[CH:10]=[N:9]1. Reactant: [F:1][C:2]1[CH:7]=[CH:6][CH:5]=[CH:4][C:3]=1[N:8]1[C:16]2[C:11](=[C:12]([N:17]3[CH2:21][CH2:20][NH:19][C:18]3=[O:22])[CH:13]=[CH:14][CH:15]=2)[CH:10]=[N:9]1.[H-].[Na+].Br[CH2:26][C:27]([O:29][C:30]([CH3:33])([CH3:32])[CH3:31])=[O:28]. (3) Reactant: [C:1]1([C:7]2[CH:12]=[C:11]([C:13]3[CH:18]=[CH:17][CH:16]=[CH:15][CH:14]=3)[N:10]=[C:9]([O:19][CH2:20][CH2:21][CH2:22][CH2:23][C:24]([CH3:28])([CH3:27])[CH2:25][NH2:26])[CH:8]=2)[CH:6]=[CH:5][CH:4]=[CH:3][CH:2]=1.C(N(CC)CC)C.[CH3:36][C:37]([O:40][C:41]([CH2:43][C@H:44]([NH:55][C:56]([O:58][C:59]([CH3:62])([CH3:61])[CH3:60])=[O:57])[C:45](ON1C(=O)CCC1=O)=[O:46])=[O:42])([CH3:39])[CH3:38]. Product: [C:59]([O:58][C:56]([NH:55][CH:44]([C:45](=[O:46])[NH:26][CH2:25][C:24]([CH3:28])([CH3:27])[CH2:23][CH2:22][CH2:21][CH2:20][O:19][C:9]1[CH:8]=[C:7]([C:1]2[CH:2]=[CH:3][CH:4]=[CH:5][CH:6]=2)[CH:12]=[C:11]([C:13]2[CH:14]=[CH:15][CH:16]=[CH:17][CH:18]=2)[N:10]=1)[CH2:43][C:41]([O:40][C:37]([CH3:39])([CH3:38])[CH3:36])=[O:42])=[O:57])([CH3:61])([CH3:60])[CH3:62]. The catalyst class is: 3. (4) Reactant: [CH2:1]([O:3][C:4]([C:6]1[S:7][C:8]([C:14]([O:16][CH2:17][CH3:18])=[O:15])=[CH:9][C:10]=1[N+:11]([O-])=O)=[O:5])[CH3:2]. Product: [CH2:1]([O:3][C:4]([C:6]1[S:7][C:8]([C:14]([O:16][CH2:17][CH3:18])=[O:15])=[CH:9][C:10]=1[NH2:11])=[O:5])[CH3:2]. The catalyst class is: 29. (5) Reactant: [H-].[Na+].CN(C)C=O.[CH3:8][C:9]1[C:13]([CH3:14])=[C:12]([NH:15][S:16]([C:19]2[S:20][C:21]([CH3:24])=[CH:22][CH:23]=2)(=[O:18])=[O:17])[O:11][N:10]=1.Cl[CH2:26][O:27][CH2:28][CH2:29][Si:30]([CH3:33])([CH3:32])[CH3:31]. Product: [CH3:8][C:9]1[C:13]([CH3:14])=[C:12]([N:15]([CH2:26][O:27][CH2:28][CH2:29][Si:30]([CH3:33])([CH3:32])[CH3:31])[S:16]([C:19]2[S:20][C:21]([CH3:24])=[CH:22][CH:23]=2)(=[O:17])=[O:18])[O:11][N:10]=1. The catalyst class is: 13. (6) Reactant: [Cl:1][C:2]1[N:7]=[C:6](Cl)[CH:5]=[CH:4][N:3]=1.[O:9]1[CH2:14][CH2:13][O:12][CH2:11]C1.C(Cl)Cl.[O-]S([O-])(=O)=O.[Na+].[Na+].[C:25]1(C)[CH:30]=CC=[CH:27][CH:26]=1. Product: [O:9]1[C:14]2[CH:30]=[CH:25][C:26]([C:6]3[CH:5]=[CH:4][N:3]=[C:2]([Cl:1])[N:7]=3)=[CH:27][C:13]=2[O:12][CH2:11]1. The catalyst class is: 140. (7) Reactant: [CH3:1][O:2][C:3]1[CH:8]=[CH:7][C:6]([C:9](OC)=[O:10])=[CH:5][N:4]=1.[BH4-].[Na+]. Product: [CH3:1][O:2][C:3]1[N:4]=[CH:5][C:6]([CH2:9][OH:10])=[CH:7][CH:8]=1. The catalyst class is: 5. (8) Reactant: Cl[C:2]1[N:10]=[CH:9][N:8]=[C:7]2[C:3]=1[NH:4][CH:5]=[N:6]2.[C:11]1([CH:17]([CH2:19][OH:20])[NH2:18])[CH:16]=[CH:15][CH:14]=[CH:13][CH:12]=1.C(N(CC)CC)C. Product: [C:11]1([CH:17]([NH:18][C:2]2[N:10]=[CH:9][N:8]=[C:7]3[C:3]=2[NH:4][CH:5]=[N:6]3)[CH2:19][OH:20])[CH:16]=[CH:15][CH:14]=[CH:13][CH:12]=1. The catalyst class is: 51.